Task: Regression. Given two drug SMILES strings and cell line genomic features, predict the synergy score measuring deviation from expected non-interaction effect.. Dataset: NCI-60 drug combinations with 297,098 pairs across 59 cell lines (1) Drug 1: C1CC(C1)(C(=O)O)C(=O)O.[NH2-].[NH2-].[Pt+2]. Drug 2: C1CN1C2=NC(=NC(=N2)N3CC3)N4CC4. Cell line: SNB-19. Synergy scores: CSS=18.7, Synergy_ZIP=-3.50, Synergy_Bliss=-0.137, Synergy_Loewe=-14.8, Synergy_HSA=0.728. (2) Drug 1: CC1=C(C(CCC1)(C)C)C=CC(=CC=CC(=CC(=O)O)C)C. Drug 2: C1C(C(OC1N2C=NC(=NC2=O)N)CO)O. Cell line: K-562. Synergy scores: CSS=30.9, Synergy_ZIP=2.15, Synergy_Bliss=2.09, Synergy_Loewe=-13.9, Synergy_HSA=4.06. (3) Cell line: T-47D. Synergy scores: CSS=12.6, Synergy_ZIP=3.25, Synergy_Bliss=2.69, Synergy_Loewe=3.63, Synergy_HSA=2.21. Drug 1: CC(C)(C#N)C1=CC(=CC(=C1)CN2C=NC=N2)C(C)(C)C#N. Drug 2: C1CCC(C(C1)N)N.C(=O)(C(=O)[O-])[O-].[Pt+4]. (4) Drug 1: CN1CCC(CC1)COC2=C(C=C3C(=C2)N=CN=C3NC4=C(C=C(C=C4)Br)F)OC. Drug 2: C1C(C(OC1N2C=NC3=C2NC=NCC3O)CO)O. Cell line: ACHN. Synergy scores: CSS=20.6, Synergy_ZIP=-1.67, Synergy_Bliss=3.28, Synergy_Loewe=4.78, Synergy_HSA=4.90.